Regression. Given a peptide amino acid sequence and an MHC pseudo amino acid sequence, predict their binding affinity value. This is MHC class I binding data. From a dataset of Peptide-MHC class I binding affinity with 185,985 pairs from IEDB/IMGT. (1) The peptide sequence is KGLGVNPTL. The MHC is Mamu-B6601 with pseudo-sequence Mamu-B6601. The binding affinity (normalized) is 0.350. (2) The peptide sequence is TAVAKCNVNH. The MHC is HLA-A33:01 with pseudo-sequence HLA-A33:01. The binding affinity (normalized) is 0. (3) The peptide sequence is KSINKVYGK. The MHC is HLA-B51:01 with pseudo-sequence HLA-B51:01. The binding affinity (normalized) is 0. (4) The peptide sequence is CVFKFIVAK. The MHC is HLA-B15:01 with pseudo-sequence HLA-B15:01. The binding affinity (normalized) is 0.0847. (5) The MHC is HLA-B07:02 with pseudo-sequence HLA-B07:02. The binding affinity (normalized) is 0.0847. The peptide sequence is ETIEILRNY. (6) The peptide sequence is FPTSCHMF. The MHC is HLA-B15:03 with pseudo-sequence HLA-B15:03. The binding affinity (normalized) is 0.0712. (7) The peptide sequence is ALTDLGLIYT. The MHC is HLA-A02:01 with pseudo-sequence HLA-A02:01. The binding affinity (normalized) is 0.640.